Dataset: Peptide-MHC class II binding affinity with 134,281 pairs from IEDB. Task: Regression. Given a peptide amino acid sequence and an MHC pseudo amino acid sequence, predict their binding affinity value. This is MHC class II binding data. (1) The peptide sequence is NIRQAGVQY. The MHC is DRB1_0101 with pseudo-sequence DRB1_0101. The binding affinity (normalized) is 0.00539. (2) The peptide sequence is NARILKNCVDAKMTE. The MHC is DRB5_0101 with pseudo-sequence DRB5_0101. The binding affinity (normalized) is 0.419.